From a dataset of Reaction yield outcomes from USPTO patents with 853,638 reactions. Predict the reaction yield, written as a fraction of the theoretical maximum amount of product (1.0 means a 100% yield; for example, 0.34 means a 34% yield). The reactants are Br[C:2]1[N:3]=[CH:4][C:5]2[N:6]([N:8]=[C:9]([NH:11][C:12]3[CH:17]=[CH:16][CH:15]=[C:14]([F:18])[CH:13]=3)[N:10]=2)[CH:7]=1.[CH3:19][O:20][C:21]1[CH:26]=[CH:25][CH:24]=[C:23]([NH2:27])[CH:22]=1.C(=O)([O-])[O-].[Cs+].[Cs+]. The catalyst is O1CCOCC1.C1C=CC(/C=C/C(/C=C/C2C=CC=CC=2)=O)=CC=1.C1C=CC(/C=C/C(/C=C/C2C=CC=CC=2)=O)=CC=1.C1C=CC(/C=C/C(/C=C/C2C=CC=CC=2)=O)=CC=1.[Pd].[Pd].C1(P(C2C=CC=CC=2)C2C3OC4C(=CC=CC=4P(C4C=CC=CC=4)C4C=CC=CC=4)C(C)(C)C=3C=CC=2)C=CC=CC=1. The product is [F:18][C:14]1[CH:13]=[C:12]([NH:11][C:9]2[N:10]=[C:5]3[CH:4]=[N:3][C:2]([NH:27][C:23]4[CH:24]=[CH:25][CH:26]=[C:21]([O:20][CH3:19])[CH:22]=4)=[CH:7][N:6]3[N:8]=2)[CH:17]=[CH:16][CH:15]=1. The yield is 0.438.